Dataset: Forward reaction prediction with 1.9M reactions from USPTO patents (1976-2016). Task: Predict the product of the given reaction. Given the reactants [CH3:1][N:2]1[C:6]([CH2:7][O:8][C:9]2[CH:17]=[CH:16][C:12]([C:13]([OH:15])=O)=[CH:11][N:10]=2)=[C:5]([C:18]2[CH:23]=[CH:22][CH:21]=[CH:20][N:19]=2)[N:4]=[N:3]1.[NH2:24][CH2:25][CH:26]([OH:31])[C:27]([F:30])([F:29])[F:28], predict the reaction product. The product is: [CH3:1][N:2]1[C:6]([CH2:7][O:8][C:9]2[CH:17]=[CH:16][C:12]([C:13]([NH:24][CH2:25][CH:26]([OH:31])[C:27]([F:30])([F:29])[F:28])=[O:15])=[CH:11][N:10]=2)=[C:5]([C:18]2[CH:23]=[CH:22][CH:21]=[CH:20][N:19]=2)[N:4]=[N:3]1.